Dataset: Reaction yield outcomes from USPTO patents with 853,638 reactions. Task: Predict the reaction yield, written as a fraction of the theoretical maximum amount of product (1.0 means a 100% yield; for example, 0.34 means a 34% yield). (1) The reactants are I([O-])(=O)(=O)=O.[Na+].[OH:7][CH:8](CO)[CH2:9][NH:10][C:11](=[O:17])[O:12][C:13]([CH3:16])([CH3:15])[CH3:14].ClCCl. The catalyst is O. The product is [O:7]=[CH:8][CH2:9][NH:10][C:11](=[O:17])[O:12][C:13]([CH3:15])([CH3:14])[CH3:16]. The yield is 0.560. (2) The catalyst is O1CCCC1.C(OCC)(=O)C. The yield is 0.641. The reactants are C1(S([N:10]2[C:14]3=[N:15][CH:16]=[C:17]([O:19][CH3:20])[CH:18]=[C:13]3[CH:12]=[C:11]2[C:21]([C:29]2[CH:34]=[CH:33][C:32]([S:35]([CH3:38])(=[O:37])=[O:36])=[CH:31][CH:30]=2)(O)[CH2:22][CH:23]2[CH2:27][CH2:26][CH2:25][O:24]2)(=O)=O)C=CC=CC=1.[F-].C([N+](CCCC)(CCCC)CCCC)CCC. The product is [CH3:38][S:35]([C:32]1[CH:33]=[CH:34][C:29]([C:21]([C:11]2[NH:10][C:14]3=[N:15][CH:16]=[C:17]([O:19][CH3:20])[CH:18]=[C:13]3[CH:12]=2)=[CH:22][CH:23]2[CH2:27][CH2:26][CH2:25][O:24]2)=[CH:30][CH:31]=1)(=[O:36])=[O:37]. (3) The reactants are [NH2:1][C:2]1[CH:3]=[C:4]([CH:8]=[C:9]([Cl:11])[N:10]=1)[C:5]([OH:7])=[O:6].S(Cl)(Cl)=O.[CH2:16](O)[CH3:17]. No catalyst specified. The product is [NH2:1][C:2]1[CH:3]=[C:4]([CH:8]=[C:9]([Cl:11])[N:10]=1)[C:5]([O:7][CH2:16][CH3:17])=[O:6]. The yield is 0.880. (4) The reactants are [CH2:1]([NH:4][C:5](=[O:16])[C:6]1[CH:11]=[CH:10][CH:9]=[C:8]([C:12]([F:15])([F:14])[F:13])[CH:7]=1)[C:2]#[CH:3].[OH-].[Na+]. The catalyst is S(=O)(=O)(O)O. The product is [CH3:3][C:2]1[O:16][C:5]([C:6]2[CH:11]=[CH:10][CH:9]=[C:8]([C:12]([F:14])([F:15])[F:13])[CH:7]=2)=[N:4][CH:1]=1. The yield is 0.970.